This data is from Peptide-MHC class I binding affinity with 185,985 pairs from IEDB/IMGT. The task is: Regression. Given a peptide amino acid sequence and an MHC pseudo amino acid sequence, predict their binding affinity value. This is MHC class I binding data. (1) The peptide sequence is EILWDVIPF. The MHC is HLA-B27:03 with pseudo-sequence HLA-B27:03. The binding affinity (normalized) is 0.0847. (2) The peptide sequence is MYMALIAAF. The MHC is HLA-C04:01 with pseudo-sequence HLA-C04:01. The binding affinity (normalized) is 0.0847. (3) The peptide sequence is SGDLRQRLL. The MHC is HLA-B27:05 with pseudo-sequence HLA-B27:05. The binding affinity (normalized) is 0.